Dataset: Forward reaction prediction with 1.9M reactions from USPTO patents (1976-2016). Task: Predict the product of the given reaction. (1) The product is: [C:17]([O:21][C:3](=[O:2])[CH2:4][NH:5][C:6]([O:8][CH2:9][C:10]1[CH:11]=[CH:12][CH:13]=[CH:14][CH:15]=1)=[O:7])([CH3:20])([CH3:19])[CH3:18]. Given the reactants C[O:2][C:3](=O)[CH2:4][NH:5][C:6]([O:8][CH2:9][C:10]1[CH:15]=[CH:14][CH:13]=[CH:12][CH:11]=1)=[O:7].[C:17]([OH:21])([CH3:20])([CH3:19])[CH3:18].C(OC(C)C)(C)C, predict the reaction product. (2) The product is: [CH2:1]([O:3][C:4]1[CH:13]=[C:12]([C:14]([C:15]2[CH:20]=[CH:19][CH:18]=[CH:17][N:16]=2)=[O:21])[CH:11]=[CH:10][C:5]=1[O:6][CH2:7][CH2:8][OH:9])[CH3:2]. Given the reactants [CH2:1]([O:3][C:4]1[CH:13]=[C:12]([CH:14]([OH:21])[C:15]2[CH:20]=[CH:19][CH:18]=[CH:17][N:16]=2)[CH:11]=[CH:10][C:5]=1[O:6][CH2:7][CH2:8][OH:9])[CH3:2], predict the reaction product. (3) Given the reactants Cl.[OH:2][CH2:3][CH2:4][C:5](=[NH:9])OCC.Cl.[C:11]([NH2:14])(=[NH:13])[CH3:12].O.NN.[N:18]([O-])=O.[Na+].Cl, predict the reaction product. The product is: [CH3:12][C:11]1[N:14]=[N:9][C:5]([CH2:4][CH2:3][OH:2])=[N:18][N:13]=1. (4) Given the reactants I[CH2:2][C:3]1[S:4][CH:5]=[C:6]([C:8]2[CH:13]=[CH:12][CH:11]=[C:10]([C:14]([F:17])([F:16])[F:15])[CH:9]=2)[N:7]=1.[F:18][C:19]1[CH:20]=[C:21](B(O)O)[CH:22]=[CH:23][C:24]=1[C:25]([O:27][CH3:28])=[O:26].C(=O)([O-])[O-].[Cs+].[Cs+], predict the reaction product. The product is: [F:18][C:19]1[CH:20]=[C:21]([CH2:2][C:3]2[S:4][CH:5]=[C:6]([C:8]3[CH:13]=[CH:12][CH:11]=[C:10]([C:14]([F:17])([F:16])[F:15])[CH:9]=3)[N:7]=2)[CH:22]=[CH:23][C:24]=1[C:25]([O:27][CH3:28])=[O:26]. (5) Given the reactants [C:1]1(B(O)O)[CH:6]=[CH:5][CH:4]=[CH:3][CH:2]=1.Br[C:11]1[CH:12]=[C:13]2[C:17](=[CH:18][CH:19]=1)[NH:16][CH:15]=[C:14]2[CH2:20][CH2:21][NH:22][C:23](=[O:38])[C:24]1[CH:29]=[CH:28][C:27]([CH2:30][C:31]2[CH:36]=[CH:35][CH:34]=[C:33]([F:37])[CH:32]=2)=[CH:26][CH:25]=1.C(=O)([O-])[O-].[Na+].[Na+], predict the reaction product. The product is: [F:37][C:33]1[CH:32]=[C:31]([CH:36]=[CH:35][CH:34]=1)[CH2:30][C:27]1[CH:28]=[CH:29][C:24]([C:23]([NH:22][CH2:21][CH2:20][C:14]2[C:13]3[C:17](=[CH:18][CH:19]=[C:11]([C:1]4[CH:6]=[CH:5][CH:4]=[CH:3][CH:2]=4)[CH:12]=3)[NH:16][CH:15]=2)=[O:38])=[CH:25][CH:26]=1.